Regression/Classification. Given a drug SMILES string, predict its absorption, distribution, metabolism, or excretion properties. Task type varies by dataset: regression for continuous measurements (e.g., permeability, clearance, half-life) or binary classification for categorical outcomes (e.g., BBB penetration, CYP inhibition). Dataset: cyp2d6_veith. From a dataset of CYP2D6 inhibition data for predicting drug metabolism from PubChem BioAssay. (1) The drug is O=C(N/N=C/c1ccco1)c1ccncc1. The result is 0 (non-inhibitor). (2) The molecule is COc1ccc(Oc2ncc3nc(-c4cc(F)cc(F)c4)c(=O)n(CCC#N)c3n2)cc1. The result is 0 (non-inhibitor). (3) The molecule is Cc1ccc(O)c(-c2cc(C(F)(F)C(F)F)nc(-c3ccccc3)n2)c1. The result is 0 (non-inhibitor). (4) The molecule is CCOC(=O)c1ccc2nc(C)c(CCC(C)=O)c(Cl)c2c1. The result is 0 (non-inhibitor).